Task: Predict the product of the given reaction.. Dataset: Forward reaction prediction with 1.9M reactions from USPTO patents (1976-2016) (1) Given the reactants [Br:1][C:2]1[CH:3]=[C:4]2[C:17](=[CH:18][CH:19]=1)[O:16][C:15]([CH3:21])([CH3:20])[C:11]1([CH2:14][O:13][CH2:12]1)[C@@:5]12[CH2:9][O:8][C:7]([NH2:10])=[N:6]1.[C:22](O[C:22]([O:24][C:25]([CH3:28])([CH3:27])[CH3:26])=[O:23])([O:24][C:25]([CH3:28])([CH3:27])[CH3:26])=[O:23], predict the reaction product. The product is: [C:25]([O:24][C:22]([N:10]([C:7]1[O:8][CH2:9][C@@:5]2([N:6]=1)[C:11]1([CH2:12][O:13][CH2:14]1)[C:15]([CH3:21])([CH3:20])[O:16][C:17]1[C:4]2=[CH:3][C:2]([Br:1])=[CH:19][CH:18]=1)[C:22]([O:24][C:25]([CH3:28])([CH3:27])[CH3:26])=[O:23])=[O:23])([CH3:28])([CH3:27])[CH3:26]. (2) Given the reactants [CH2:1]([C:3]1[C:8]([OH:9])=[CH:7][C:6]([OH:10])=[C:5]([C:11](=[O:20])[C:12]2[CH:17]=[CH:16][C:15]([O:18][CH3:19])=[CH:14][CH:13]=2)[C:4]=1[CH2:21][C:22]([O:24]C)=[O:23])[CH3:2].[OH-].[Na+].Cl, predict the reaction product. The product is: [CH2:1]([C:3]1[C:8]([OH:9])=[CH:7][C:6]([OH:10])=[C:5]([C:11](=[O:20])[C:12]2[CH:13]=[CH:14][C:15]([O:18][CH3:19])=[CH:16][CH:17]=2)[C:4]=1[CH2:21][C:22]([OH:24])=[O:23])[CH3:2]. (3) Given the reactants [F:1][C:2]1[CH:7]=[CH:6][C:5]([S:8](Cl)(=[O:10])=[O:9])=[CH:4][CH:3]=1.[NH2:12][C:13]1[C:14]([O:28][C:29]2[CH:34]=[CH:33][C:32]([C:35]#[N:36])=[CH:31][CH:30]=2)=[N:15][C:16]([O:19][C:20]2[CH:25]=[CH:24][C:23]([C:26]#[N:27])=[CH:22][CH:21]=2)=[CH:17][CH:18]=1.C(N(CC)CC)C.C(N(CC)C(C)C)(C)C, predict the reaction product. The product is: [C:35]([C:32]1[CH:33]=[CH:34][C:29]([O:28][C:14]2[C:13]([NH:12][S:8]([C:5]3[CH:6]=[CH:7][C:2]([F:1])=[CH:3][CH:4]=3)(=[O:10])=[O:9])=[CH:18][CH:17]=[C:16]([O:19][C:20]3[CH:25]=[CH:24][C:23]([C:26]#[N:27])=[CH:22][CH:21]=3)[N:15]=2)=[CH:30][CH:31]=1)#[N:36]. (4) The product is: [O:15]1[CH2:16][CH2:17][O:18][CH:14]1[C:10]1[CH:9]=[C:8]([C:2]#[C:1][Si:3]([CH3:6])([CH3:5])[CH3:4])[CH:13]=[CH:12][CH:11]=1. Given the reactants [C:1]([Si:3]([CH3:6])([CH3:5])[CH3:4])#[CH:2].Br[C:8]1[CH:9]=[C:10]([CH:14]2[O:18][CH2:17][CH2:16][O:15]2)[CH:11]=[CH:12][CH:13]=1.CN(C)C=O.C(N(CC)CC)C, predict the reaction product. (5) The product is: [CH3:1][O:2][C:3]1[CH:4]=[C:5]([CH:11]([OH:14])[C:12]([O:16][CH3:17])=[O:24])[CH:6]=[CH:7][C:8]=1[O:9][CH3:10]. Given the reactants [CH3:1][O:2][C:3]1[CH:4]=[C:5]([CH:11]([OH:14])[C:12]#N)[CH:6]=[CH:7][C:8]=1[O:9][CH3:10].Cl.[O:16]1CCOC[CH2:17]1.CC[O:24]CC, predict the reaction product. (6) Given the reactants Cl[C:2]1[N:6]([CH2:7][C:8]([O:10]C(C)C)=O)[C:5]2[C:14]([CH:19]([CH2:22][CH3:23])[CH2:20][CH3:21])=[CH:15][CH:16]=[C:17]([Cl:18])[C:4]=2[N:3]=1.[CH3:24][N:25]([CH3:34])[C:26]1[CH:31]=[C:30]([CH3:32])[C:29]([NH2:33])=[CH:28][N:27]=1.O.C1(C)C=CC(S(O)(=O)=O)=CC=1.C1(C)C(C)=CC=CC=1, predict the reaction product. The product is: [Cl:18][C:17]1[C:4]2[N:3]=[C:2]3[N:33]([C:29]4[CH:28]=[N:27][C:26]([N:25]([CH3:24])[CH3:34])=[CH:31][C:30]=4[CH3:32])[C:8](=[O:10])[CH2:7][N:6]3[C:5]=2[C:14]([CH:19]([CH2:20][CH3:21])[CH2:22][CH3:23])=[CH:15][CH:16]=1. (7) Given the reactants [Br:1][C:2]1[N:3]=[CH:4][C:5]([C:8]([OH:10])=O)=[N:6][CH:7]=1.[CH3:11][C:12]1[C:13]([N:19]2[CH2:24][CH2:23][NH:22][CH2:21][CH2:20]2)=[N:14][CH:15]=[C:16]([CH3:18])[CH:17]=1, predict the reaction product. The product is: [Br:1][C:2]1[N:3]=[CH:4][C:5]([C:8]([N:22]2[CH2:23][CH2:24][N:19]([C:13]3[C:12]([CH3:11])=[CH:17][C:16]([CH3:18])=[CH:15][N:14]=3)[CH2:20][CH2:21]2)=[O:10])=[N:6][CH:7]=1. (8) Given the reactants Br[C:2]1[N:6]([C:7]([CH3:10])([CH3:9])[CH3:8])[N:5]=[CH:4][C:3]=1[CH2:11][C:12]1([N:25]=[C:26]=[O:27])[CH2:17][CH2:16][N:15]([C:18]([O:20][C:21]([CH3:24])([CH3:23])[CH3:22])=[O:19])[CH2:14][CH2:13]1.C([Li])(C)(C)C, predict the reaction product. The product is: [C:7]([N:6]1[C:2]2[C:26](=[O:27])[NH:25][C:12]3([CH2:17][CH2:16][N:15]([C:18]([O:20][C:21]([CH3:23])([CH3:22])[CH3:24])=[O:19])[CH2:14][CH2:13]3)[CH2:11][C:3]=2[CH:4]=[N:5]1)([CH3:9])([CH3:10])[CH3:8].